Dataset: Catalyst prediction with 721,799 reactions and 888 catalyst types from USPTO. Task: Predict which catalyst facilitates the given reaction. (1) Reactant: Cl.[NH2:2][CH2:3][CH2:4][C:5]1[N:6]([CH3:24])[C:7](=[O:23])[C:8]2[C:13]([C:14]=1[C:15]1[CH:20]=[CH:19][CH:18]=[CH:17][CH:16]=1)=[CH:12][C:11]([O:21][CH3:22])=[CH:10][CH:9]=2.C(N(CC)CC)C.Cl[CH2:33][CH2:34][CH2:35][C:36](Cl)=[O:37]. Product: [CH3:22][O:21][C:11]1[CH:12]=[C:13]2[C:8](=[CH:9][CH:10]=1)[C:7](=[O:23])[N:6]([CH3:24])[C:5]([CH2:4][CH2:3][N:2]1[CH2:33][CH2:34][CH2:35][C:36]1=[O:37])=[C:14]2[C:15]1[CH:20]=[CH:19][CH:18]=[CH:17][CH:16]=1. The catalyst class is: 4. (2) Reactant: [CH2:1]([C:8]1[C:13](I)=[CH:12][CH:11]=[C:10]([N:15]2[CH2:19][C@@H:18]([O:20][CH3:21])[C@H:17]([OH:22])[CH2:16]2)[N:9]=1)[C:2]1[CH:7]=[CH:6][CH:5]=[CH:4][CH:3]=1.CCCCCC.C([Li])CCC.[CH3:34][N:35]1[CH2:40][CH2:39][C:38](=[O:41])[CH2:37][CH2:36]1. Product: [CH2:1]([C:8]1[C:13]([C:38]2([OH:41])[CH2:39][CH2:40][N:35]([CH3:34])[CH2:36][CH2:37]2)=[CH:12][CH:11]=[C:10]([N:15]2[CH2:19][C@@H:18]([O:20][CH3:21])[C@H:17]([OH:22])[CH2:16]2)[N:9]=1)[C:2]1[CH:7]=[CH:6][CH:5]=[CH:4][CH:3]=1. The catalyst class is: 27.